From a dataset of Reaction yield outcomes from USPTO patents with 853,638 reactions. Predict the reaction yield, written as a fraction of the theoretical maximum amount of product (1.0 means a 100% yield; for example, 0.34 means a 34% yield). The reactants are [Cl:1]N1C(=O)CCC1=O.[NH2:9][C:10]1[C:11]([NH:20][CH2:21][CH2:22][CH2:23][OH:24])=[C:12]([CH:17]=[CH:18][CH:19]=1)[C:13]([O:15][CH3:16])=[O:14]. The catalyst is C(#N)C.C(=O)([O-])O.[Na+]. The product is [NH2:9][C:10]1[C:11]([NH:20][CH2:21][CH2:22][CH2:23][OH:24])=[C:12]([CH:17]=[CH:18][C:19]=1[Cl:1])[C:13]([O:15][CH3:16])=[O:14]. The yield is 0.160.